This data is from Catalyst prediction with 721,799 reactions and 888 catalyst types from USPTO. The task is: Predict which catalyst facilitates the given reaction. (1) Reactant: [CH3:1][O:2][C:3](=[O:22])[C:4]1[CH:18]=[C:17]([N+:19]([O-])=O)[CH:16]=[C:6]([C:7]([N:9]([CH2:13][CH2:14][CH3:15])[CH2:10][CH2:11][CH3:12])=[O:8])[CH:5]=1.CCO. The catalyst class is: 386. Product: [CH3:1][O:2][C:3](=[O:22])[C:4]1[CH:18]=[C:17]([NH2:19])[CH:16]=[C:6]([C:7]([N:9]([CH2:10][CH2:11][CH3:12])[CH2:13][CH2:14][CH3:15])=[O:8])[CH:5]=1. (2) Reactant: [CH3:1][O:2][C:3](=[O:16])[CH2:4][CH2:5][NH:6][C:7](=[O:15])[C:8]1[CH:13]=[CH:12][C:11]([OH:14])=[CH:10][CH:9]=1.Cl[CH2:18][C:19]1[CH:24]=[CH:23][C:22]([C:25]2[CH:30]=[CH:29][C:28]([C:31]([F:34])([F:33])[F:32])=[CH:27][CH:26]=2)=[CH:21][C:20]=1[CH3:35].C([O-])([O-])=O.[Cs+].[Cs+]. Product: [CH3:1][O:2][C:3](=[O:16])[CH2:4][CH2:5][NH:6][C:7](=[O:15])[C:8]1[CH:9]=[CH:10][C:11]([O:14][CH2:18][C:19]2[CH:24]=[CH:23][C:22]([C:25]3[CH:30]=[CH:29][C:28]([C:31]([F:32])([F:33])[F:34])=[CH:27][CH:26]=3)=[CH:21][C:20]=2[CH3:35])=[CH:12][CH:13]=1. The catalyst class is: 47.